From a dataset of Reaction yield outcomes from USPTO patents with 853,638 reactions. Predict the reaction yield, written as a fraction of the theoretical maximum amount of product (1.0 means a 100% yield; for example, 0.34 means a 34% yield). (1) The reactants are [CH2:1]1[C:9]2[C:4](=[CH:5][CH:6]=[CH:7][CH:8]=2)[CH2:3][C:2]1=O.[CH2:11]([NH2:15])[C:12]#[C:13][CH3:14]. No catalyst specified. The product is [CH3:14][C:13]1[CH:12]=[CH:11][N:15]=[C:2]2[CH2:3][C:4]3[CH:5]=[CH:6][CH:7]=[CH:8][C:9]=3[C:1]=12. The yield is 0.220. (2) The reactants are Br[CH2:2][C:3]([C:5]1[C:10]([CH3:11])=[CH:9][C:8]([O:12][CH2:13][CH3:14])=[CH:7][C:6]=1[CH3:15])=O.[NH2:16][C:17]([NH2:19])=[S:18]. The catalyst is CCO. The product is [CH2:13]([O:12][C:8]1[CH:9]=[C:10]([CH3:11])[C:5]([C:3]2[N:16]=[C:17]([NH2:19])[S:18][CH:2]=2)=[C:6]([CH3:15])[CH:7]=1)[CH3:14]. The yield is 0.720. (3) The reactants are C1([Li])C=CC=CC=1.[Br-].[S:9]1[CH:13]=[CH:12][CH:11]=[C:10]1[CH2:14][P+](C1C=CC=CC=1)(C1C=CC=CC=1)C1C=CC=CC=1.[CH2:34]([N:38]([CH2:51][CH2:52][CH2:53][CH3:54])[C:39]1[CH:46]=[C:45]([O:47][CH3:48])[C:42]([CH:43]=O)=[C:41]([O:49][CH3:50])[CH:40]=1)[CH2:35][CH2:36][CH3:37].C(Cl)(Cl)Cl. The catalyst is O1CCCC1. The product is [CH2:34]([N:38]([CH2:51][CH2:52][CH2:53][CH3:54])[C:39]1[CH:46]=[C:45]([O:47][CH3:48])[C:42]([CH:43]=[CH:14][C:10]2[S:9][CH:13]=[CH:12][CH:11]=2)=[C:41]([O:49][CH3:50])[CH:40]=1)[CH2:35][CH2:36][CH3:37]. The yield is 0.620.